Task: Predict the product of the given reaction.. Dataset: Forward reaction prediction with 1.9M reactions from USPTO patents (1976-2016) (1) Given the reactants [Cl:1][C:2]1[CH:27]=[CH:26][C:5]2[C:6](=[O:25])[N:7]=[C:8]([C:10]3[N:15]=[C:14]([CH2:16][CH2:17][C:18]([OH:20])=[O:19])[CH:13]=[C:12]([S:21]([CH3:24])(=[O:23])=[O:22])[CH:11]=3)[S:9][C:4]=2[CH:3]=1.[CH2:28](O)[CH2:29][CH3:30].C1C=CC2N(O)N=NC=2C=1.O.CCN=C=NCCCN(C)C, predict the reaction product. The product is: [Cl:1][C:2]1[CH:27]=[CH:26][C:5]2[C:6](=[O:25])[N:7]=[C:8]([C:10]3[N:15]=[C:14]([CH2:16][CH2:17][C:18]([O:20][CH2:28][CH2:29][CH3:30])=[O:19])[CH:13]=[C:12]([S:21]([CH3:24])(=[O:22])=[O:23])[CH:11]=3)[S:9][C:4]=2[CH:3]=1. (2) Given the reactants [Cl:1][C:2]1[N:7]=[N:6][C:5]([C:8]2[CH:19]=[CH:18][C:11]([O:12][CH2:13][C@@H:14]([CH3:17])[CH2:15][OH:16])=[CH:10][CH:9]=2)=[CH:4][CH:3]=1.[CH3:20][S:21](Cl)(=[O:23])=[O:22].CCOC(C)=O.O, predict the reaction product. The product is: [Cl:1][C:2]1[N:7]=[N:6][C:5]([C:8]2[CH:19]=[CH:18][C:11]([O:12][CH2:13][C@@H:14]([CH3:17])[CH2:15][O:16][S:21]([CH3:20])(=[O:23])=[O:22])=[CH:10][CH:9]=2)=[CH:4][CH:3]=1. (3) Given the reactants [CH2:1]([N:8]1[CH2:13][CH2:12][NH:11][CH2:10][CH2:9]1)[C:2]1[CH:7]=[CH:6][CH:5]=[CH:4][CH:3]=1.[CH:14]1([C:17](Cl)=[O:18])[CH2:16][CH2:15]1.C(N(C(C)C)CC)(C)C.CCOC(C)=O, predict the reaction product. The product is: [CH2:1]([N:8]1[CH2:13][CH2:12][N:11]([C:17]([CH:14]2[CH2:16][CH2:15]2)=[O:18])[CH2:10][CH2:9]1)[C:2]1[CH:3]=[CH:4][CH:5]=[CH:6][CH:7]=1. (4) Given the reactants [CH3:1][O:2][C:3]([C:5]1[C:6](=[O:22])[O:7][CH:8]([C:16]2[CH:21]=[CH:20][CH:19]=[CH:18][CH:17]=2)[C:9]=1[C:10]1[CH:15]=[CH:14][CH:13]=[CH:12][CH:11]=1)=[O:4].[CH2:23](O)[CH2:24]C, predict the reaction product. The product is: [CH2:1]([O:2][C:3]([C:5]1[C:6](=[O:22])[O:7][CH:8]([C:16]2[CH:21]=[CH:20][CH:19]=[CH:18][CH:17]=2)[C:9]=1[C:10]1[CH:15]=[CH:14][CH:13]=[CH:12][CH:11]=1)=[O:4])[CH2:23][CH3:24]. (5) The product is: [C:29]([O:33][CH:34]([C:40]1[C:49]([CH3:50])=[CH:48][C:47]2[C:42](=[CH:43][C:44]([Cl:51])=[CH:45][CH:46]=2)[C:41]=1[C:52]1[CH:57]=[CH:56][C:55]([Cl:58])=[CH:54][CH:53]=1)[C:35]([OH:37])=[O:36])([CH3:32])([CH3:30])[CH3:31]. Given the reactants BrC1C2C(=CC=CC=2)C(C2C=CC(Cl)=CC=2)=C(C(OC(C)(C)C)C(O)=O)C=1C.[C:29]([O:33][CH:34]([C:40]1[C:49]([CH3:50])=[CH:48][C:47]2[C:42](=[CH:43][C:44]([Cl:51])=[CH:45][CH:46]=2)[C:41]=1[C:52]1[CH:57]=[CH:56][C:55]([Cl:58])=[CH:54][CH:53]=1)[C:35]([O:37]CC)=[O:36])([CH3:32])([CH3:31])[CH3:30], predict the reaction product.